This data is from Full USPTO retrosynthesis dataset with 1.9M reactions from patents (1976-2016). The task is: Predict the reactants needed to synthesize the given product. (1) Given the product [C:33]([O:32][CH:4]([C:5]1[N:6]([CH3:31])[C:7](=[O:30])[C:8]2[C:13]([C:14]=1[C:15]1[C:16]([CH3:25])=[C:17]3[C:22](=[CH:23][CH:24]=1)[O:21][CH2:20][CH2:19][CH2:18]3)=[CH:12][CH:11]=[C:10]([O:26][CH2:27][CH2:28][OH:29])[CH:9]=2)[C:3]([OH:37])=[O:2])([CH3:36])([CH3:35])[CH3:34], predict the reactants needed to synthesize it. The reactants are: C[O:2][C:3](=[O:37])[CH:4]([O:32][C:33]([CH3:36])([CH3:35])[CH3:34])[C:5]1[N:6]([CH3:31])[C:7](=[O:30])[C:8]2[C:13]([C:14]=1[C:15]1[C:16]([CH3:25])=[C:17]3[C:22](=[CH:23][CH:24]=1)[O:21][CH2:20][CH2:19][CH2:18]3)=[CH:12][CH:11]=[C:10]([O:26][CH2:27][CH2:28][OH:29])[CH:9]=2.[Li+].[OH-]. (2) Given the product [N+:10](=[C:12]([C:33]1[CH:38]=[CH:37][CH:36]=[CH:35][CH:34]=1)[C:13]1[CH:14]=[CH:15][C:16]([CH2:17][O:18][CH2:19][CH2:20][NH:21][C:22]([NH:24][C:25]2[CH:30]=[CH:29][CH:28]=[CH:27][CH:26]=2)=[O:23])=[CH:31][CH:32]=1)=[N-:11], predict the reactants needed to synthesize it. The reactants are: S([O-])([O-])(=O)=O.[Na+].[Na+].[OH-].[K+].[N:10](=[C:12]([C:33]1[CH:38]=[CH:37][CH:36]=[CH:35][CH:34]=1)[C:13]1[CH:32]=[CH:31][C:16]([CH2:17][O:18][CH2:19][CH2:20][NH:21][C:22]([NH:24][C:25]2[CH:30]=[CH:29][CH:28]=[CH:27][CH:26]=2)=[O:23])=[CH:15][CH:14]=1)[NH2:11]. (3) The reactants are: [F:1][C:2]([F:24])([F:23])[C:3]1[C:16]2[C:7](=[CH:8][C:9]3[CH2:10][CH2:11][CH2:12][N:13]([CH2:17][C:18](F)(F)F)[C:14]=3[CH:15]=2)[NH:6][C:5](=[O:22])[CH:4]=1.[CH:25](=O)CC. Given the product [F:1][C:2]([F:24])([F:23])[C:3]1[C:16]2[C:7](=[CH:8][C:9]3[CH2:10][CH2:11][CH2:12][N:13]([CH2:17][CH2:18][CH3:25])[C:14]=3[CH:15]=2)[NH:6][C:5](=[O:22])[CH:4]=1, predict the reactants needed to synthesize it. (4) Given the product [CH3:17][N:10]([C:11]1[CH:16]=[CH:15][CH:14]=[CH:13][CH:12]=1)[C:8](=[O:9])[CH2:7][CH2:6][N:33]([CH2:32][CH2:31][CH2:30][O:29][C:25]1[CH:24]=[C:23]2[C:28](=[CH:27][CH:26]=1)[N:19]([CH3:18])[C:20](=[O:41])[CH:21]=[CH:22]2)[CH2:34][C:35]1[CH:36]=[CH:37][N:38]=[CH:39][CH:40]=1, predict the reactants needed to synthesize it. The reactants are: [O-]CC.[Na+].Cl[CH2:6][CH2:7][C:8]([N:10]([CH3:17])[C:11]1[CH:16]=[CH:15][CH:14]=[CH:13][CH:12]=1)=[O:9].[CH3:18][N:19]1[C:28]2[C:23](=[CH:24][C:25]([O:29][CH2:30][CH2:31][CH2:32][NH:33][CH2:34][C:35]3[CH:40]=[CH:39][N:38]=[CH:37][CH:36]=3)=[CH:26][CH:27]=2)[CH:22]=[CH:21][C:20]1=[O:41].